This data is from Full USPTO retrosynthesis dataset with 1.9M reactions from patents (1976-2016). The task is: Predict the reactants needed to synthesize the given product. (1) Given the product [CH3:21][S:22]([O:20][CH2:19][C:6]1[N:7]([CH2:11][CH2:12][CH2:13][S:14]([CH2:17][CH3:18])(=[O:16])=[O:15])[C:8]2[C:4]([CH:5]=1)=[CH:3][C:2]([Cl:1])=[CH:10][CH:9]=2)(=[O:24])=[O:23], predict the reactants needed to synthesize it. The reactants are: [Cl:1][C:2]1[CH:3]=[C:4]2[C:8](=[CH:9][CH:10]=1)[N:7]([CH2:11][CH2:12][CH2:13][S:14]([CH2:17][CH3:18])(=[O:16])=[O:15])[C:6]([CH2:19][OH:20])=[CH:5]2.[CH3:21][S:22](Cl)(=[O:24])=[O:23].C(N(CC)CC)C. (2) Given the product [F:1][C:2]([F:32])([F:31])[C:3]1[CH:4]=[C:5]([CH:24]=[C:25]([C:27]([F:30])([F:29])[F:28])[CH:26]=1)[CH2:6][N:7]([CH2:12][C:13]1[CH:18]=[C:17]([C:19]([F:22])([F:21])[F:20])[CH:16]=[CH:15][C:14]=1[C:39]1[C:40]2[C:45](=[CH:44][CH:43]=[CH:42][CH:41]=2)[CH:36]=[N:37][CH:38]=1)[C:8](=[O:11])[O:9][CH3:10], predict the reactants needed to synthesize it. The reactants are: [F:1][C:2]([F:32])([F:31])[C:3]1[CH:4]=[C:5]([CH:24]=[C:25]([C:27]([F:30])([F:29])[F:28])[CH:26]=1)[CH2:6][N:7]([CH2:12][C:13]1[CH:18]=[C:17]([C:19]([F:22])([F:21])[F:20])[CH:16]=[CH:15][C:14]=1I)[C:8](=[O:11])[O:9][CH3:10].CCO.[CH:36]1[C:45]2[C:40](=[CH:41][CH:42]=[CH:43][CH:44]=2)[C:39](B(O)O)=[CH:38][N:37]=1.C(=O)([O-])[O-].[Na+].[Na+]. (3) The reactants are: [Br:1][C:2]1[CH:15]=[CH:14][CH:13]=[CH:12][C:3]=1[CH2:4][CH2:5][S:6][CH2:7][C:8]([O:10][CH3:11])=[O:9].[Cl:16]N1C(=O)CCC1=O. Given the product [CH3:11][O:10][C:8](=[O:9])[CH:7]([S:6][CH2:5][CH2:4][C:3]1[CH:12]=[CH:13][CH:14]=[CH:15][C:2]=1[Br:1])[Cl:16], predict the reactants needed to synthesize it. (4) The reactants are: O[CH:2]=[C:3]1[C:11]2[C:6](=[CH:7][C:8]([C:12]([C:14]3[CH:15]=[C:16]([NH:20][C:21]([C:23]4[S:24][C:25]([C:28](=[O:30])[CH3:29])=[CH:26][CH:27]=4)=[O:22])[CH:17]=[CH:18][CH:19]=3)=[O:13])=[CH:9][CH:10]=2)[NH:5][C:4]1=[O:31].[NH2:32][C:33]1[CH:34]=[CH:35][C:36]([O:40][CH3:41])=[C:37]([OH:39])[CH:38]=1. Given the product [OH:39][C:37]1[CH:38]=[C:33]([NH:32][CH:2]=[C:3]2[C:11]3[C:6](=[CH:7][C:8]([C:12]([C:14]4[CH:15]=[C:16]([NH:20][C:21]([C:23]5[S:24][C:25]([C:28](=[O:30])[CH3:29])=[CH:26][CH:27]=5)=[O:22])[CH:17]=[CH:18][CH:19]=4)=[O:13])=[CH:9][CH:10]=3)[NH:5][C:4]2=[O:31])[CH:34]=[CH:35][C:36]=1[O:40][CH3:41], predict the reactants needed to synthesize it. (5) Given the product [CH2:21]([O:20][C:18]([N:10]1[CH2:11][C@@H:12]2[C@@:8]([NH:37][C:59]([O:61][C:62]([CH3:65])([CH3:64])[CH3:63])=[O:60])([CH2:15][CH2:14][C:13]2([F:17])[F:16])[CH2:9]1)=[O:19])[C:22]1[CH:23]=[CH:24][CH:25]=[CH:26][CH:27]=1, predict the reactants needed to synthesize it. The reactants are: C(OC([C@@:8]12[CH2:15][CH2:14][C:13]([F:17])([F:16])[C@@H:12]1[CH2:11][N:10]([C:18]([O:20][CH2:21][C:22]1[CH:27]=[CH:26][CH:25]=[CH:24][CH:23]=1)=[O:19])[CH2:9]2)=O)(C)(C)C.FC(F)(F)C(O)=O.C([N:37](CC)CC)C.C1(P(N=[N+]=[N-])(C2C=CC=CC=2)=O)C=CC=CC=1.[C:59](O[C:59]([O:61][C:62]([CH3:65])([CH3:64])[CH3:63])=[O:60])([O:61][C:62]([CH3:65])([CH3:64])[CH3:63])=[O:60]. (6) Given the product [Cl:32][C:29]1[CH:30]=[CH:31][C:26]([CH2:25][C:17]2[N:16]=[C:15]([NH:13][CH:10]3[CH2:9][CH2:8][N:7]([C:5]4[O:6][C:2]([CH3:1])=[N:3][N:4]=4)[CH2:12][CH2:11]3)[N:20]=[C:19]([C:21]([OH:24])([CH3:23])[CH3:22])[CH:18]=2)=[CH:27][CH:28]=1, predict the reactants needed to synthesize it. The reactants are: [CH3:1][C:2]1[O:6][C:5]([N:7]2[CH2:12][CH2:11][CH:10]([NH2:13])[CH2:9][CH2:8]2)=[N:4][N:3]=1.Cl[C:15]1[N:20]=[C:19]([C:21]([OH:24])([CH3:23])[CH3:22])[CH:18]=[C:17]([CH2:25][C:26]2[CH:31]=[CH:30][C:29]([Cl:32])=[CH:28][CH:27]=2)[N:16]=1.C(N(CC)C(C)C)(C)C.